Dataset: Full USPTO retrosynthesis dataset with 1.9M reactions from patents (1976-2016). Task: Predict the reactants needed to synthesize the given product. (1) Given the product [C:51]([O:55][C:56](=[O:63])[C@@H:57]([NH:58][C:27]([C:18]1[CH:17]=[C:16]([O:15][CH2:14][C:13]([N:9]2[CH2:10][CH2:11][CH2:12][C@H:8]2[C:6](=[O:7])[NH:5][CH:1]2[CH2:4][CH2:3][CH2:2]2)=[O:30])[N:20]([C:21]2[CH:22]=[CH:23][CH:24]=[CH:25][CH:26]=2)[N:19]=1)=[O:28])[CH2:59][CH:60]([CH3:61])[CH3:62])([CH3:54])([CH3:53])[CH3:52], predict the reactants needed to synthesize it. The reactants are: [CH:1]1([NH:5][C:6]([C@@H:8]2[CH2:12][CH2:11][CH2:10][N:9]2[C:13](=[O:30])[CH2:14][O:15][C:16]2[N:20]([C:21]3[CH:26]=[CH:25][CH:24]=[CH:23][CH:22]=3)[N:19]=[C:18]([C:27](O)=[O:28])[CH:17]=2)=[O:7])[CH2:4][CH2:3][CH2:2]1.C1C=NC2N(O)N=NC=2C=1.CCN(C(C)C)C(C)C.Cl.[C:51]([O:55][C:56](=[O:63])[C@H:57]([CH2:59][CH:60]([CH3:62])[CH3:61])[NH2:58])([CH3:54])([CH3:53])[CH3:52]. (2) Given the product [Br:24][C:25]1[CH:30]=[CH:29][CH:28]=[CH:27][C:26]=1[CH2:31][N:17]1[CH2:22][CH2:21][C:20](=[O:23])[CH2:19][CH2:18]1, predict the reactants needed to synthesize it. The reactants are: ClC1C=CC(C2C(C=O)=CC=CC=2)=CC=1.Cl.[NH:17]1[CH2:22][CH2:21][C:20](=[O:23])[CH2:19][CH2:18]1.[Br:24][C:25]1[CH:30]=[CH:29][CH:28]=[CH:27][C:26]=1[CH2:31]Br. (3) Given the product [NH2:34][C:35]1[N:44]=[C:43]([N:45]2[CH2:50][CH2:49][N:48]([CH3:51])[CH2:47][CH2:46]2)[C:42]2[C:37](=[CH:38][C:39]([C:52]([N:57]3[CH2:58][CH2:59][C:60]4[C:65](=[CH:64][CH:63]=[CH:62][C:61]=4[O:66][CH2:67][C:68]4[CH:69]=[C:70]([CH:73]=[CH:74][CH:75]=4)[C:71]#[N:72])[CH2:56]3)=[O:54])=[CH:40][CH:41]=2)[N:36]=1, predict the reactants needed to synthesize it. The reactants are: F[P-](F)(F)(F)(F)F.C[N+](C)=C(N(C)C)ON1C2N=CC=CC=2N=N1.C(N(CC)C(C)C)(C)C.[NH2:34][C:35]1[N:44]=[C:43]([N:45]2[CH2:50][CH2:49][N:48]([CH3:51])[CH2:47][CH2:46]2)[C:42]2[C:37](=[CH:38][C:39]([C:52]([OH:54])=O)=[CH:40][CH:41]=2)[N:36]=1.Cl.[CH2:56]1[C:65]2[C:60](=[C:61]([O:66][CH2:67][C:68]3[CH:69]=[C:70]([CH:73]=[CH:74][CH:75]=3)[C:71]#[N:72])[CH:62]=[CH:63][CH:64]=2)[CH2:59][CH2:58][NH:57]1. (4) Given the product [NH2:1][C:2]1[C:3]2[C:10]([C:11]3[CH:16]=[CH:15][C:14]([NH2:17])=[C:13]([O:25][CH3:26])[CH:12]=3)=[CH:9][N:8]([CH:27]3[CH2:32][CH2:31][C:30](=[O:33])[CH2:29][CH2:28]3)[C:4]=2[N:5]=[CH:6][N:7]=1, predict the reactants needed to synthesize it. The reactants are: [NH2:1][C:2]1[C:3]2[C:10]([C:11]3[CH:16]=[CH:15][C:14]([NH:17]C(=O)OC(C)(C)C)=[C:13]([O:25][CH3:26])[CH:12]=3)=[CH:9][N:8]([CH:27]3[CH2:32][CH2:31][C:30](=[O:33])[CH2:29][CH2:28]3)[C:4]=2[N:5]=[CH:6][N:7]=1.Cl.[OH-].[Na+].